Dataset: Full USPTO retrosynthesis dataset with 1.9M reactions from patents (1976-2016). Task: Predict the reactants needed to synthesize the given product. (1) The reactants are: [CH3:1][O:2][C:3]1[CH:4]=[C:5]([CH:9]([CH:13]2[CH2:18][CH2:17][N:16]([C:19]3[CH:24]=[CH:23][CH:22]=[CH:21][C:20]=3[O:25][CH3:26])[CH2:15][CH2:14]2)[C:10](O)=[O:11])[CH:6]=[CH:7][CH:8]=1.C(Cl)(=O)C(Cl)=O.[S:33](=[O:49])(=[O:48])([O:35][C:36]1[C:41]([CH:42]([CH3:44])[CH3:43])=[CH:40][CH:39]=[CH:38][C:37]=1[CH:45]([CH3:47])[CH3:46])[NH2:34].C(N(CC)CC)C. Given the product [CH3:1][O:2][C:3]1[CH:4]=[C:5]([CH:9]([CH:13]2[CH2:18][CH2:17][N:16]([C:19]3[CH:24]=[CH:23][CH:22]=[CH:21][C:20]=3[O:25][CH3:26])[CH2:15][CH2:14]2)[C:10]([NH:34][S:33](=[O:48])(=[O:49])[O:35][C:36]2[C:41]([CH:42]([CH3:43])[CH3:44])=[CH:40][CH:39]=[CH:38][C:37]=2[CH:45]([CH3:47])[CH3:46])=[O:11])[CH:6]=[CH:7][CH:8]=1, predict the reactants needed to synthesize it. (2) Given the product [Br:9][C:4]1[CH:5]=[CH:6][C:7]([C:13]2[CH:12]=[C:11]([F:10])[C:16]([F:17])=[C:15]([F:18])[CH:14]=2)=[C:2]([F:1])[CH:3]=1, predict the reactants needed to synthesize it. The reactants are: [F:1][C:2]1[CH:3]=[C:4]([Br:9])[CH:5]=[CH:6][C:7]=1I.[F:10][C:11]1[CH:12]=[C:13](B(O)O)[CH:14]=[C:15]([F:18])[C:16]=1[F:17].C(=O)([O-])[O-].[K+].[K+].C(COC)OC. (3) The reactants are: [NH2:1][C:2]1[CH:10]=[CH:9][C:8]([Cl:11])=[CH:7][C:3]=1[C:4]([NH2:6])=[O:5].[C:12]1([CH2:18][CH2:19][CH2:20][C:21](OC)=O)[CH:17]=[CH:16][CH:15]=[CH:14][CH:13]=1.CC[O-].[Na+].CC(O)=O.O. Given the product [Cl:11][C:8]1[CH:7]=[C:3]2[C:2](=[CH:10][CH:9]=1)[N:1]=[C:21]([CH2:20][CH2:19][CH2:18][C:12]1[CH:17]=[CH:16][CH:15]=[CH:14][CH:13]=1)[N:6]=[C:4]2[OH:5], predict the reactants needed to synthesize it. (4) Given the product [NH2:8][C:5]1[CH:4]=[C:3]([CH:18]([F:20])[F:21])[C:2]([C:26]#[N:27])=[N:7][CH:6]=1, predict the reactants needed to synthesize it. The reactants are: Cl[C:2]1[N:7]=[CH:6][C:5]([NH:8]CC2C=CC(OC)=CC=2)=[CH:4][C:3]=1[C:18]([F:21])([F:20])F.BrC1C=C(C(F)F)[C:26](Cl)=[N:27]C=1. (5) Given the product [OH:41][CH2:40][CH2:39][N:38]([CH2:42][CH2:30][OH:33])[CH2:2][CH2:3][CH2:4][O:5][C:6]1[CH:7]=[CH:8][C:9]2[N:13]=[CH:12][N:11]([C:14]3[S:15][C:16]([C:26]([NH2:28])=[O:27])=[C:17]([C:19]4[CH:24]=[CH:23][CH:22]=[C:21]([Cl:25])[CH:20]=4)[N:18]=3)[C:10]=2[CH:29]=1, predict the reactants needed to synthesize it. The reactants are: Cl[CH2:2][CH2:3][CH2:4][O:5][C:6]1[CH:7]=[CH:8][C:9]2[N:13]=[CH:12][N:11]([C:14]3[S:15][C:16]([C:26]([NH2:28])=[O:27])=[C:17]([C:19]4[CH:24]=[CH:23][CH:22]=[C:21]([Cl:25])[CH:20]=4)[N:18]=3)[C:10]=2[CH:29]=1.[C:30](=[O:33])([O-])[O-].[K+].[K+].[I-].[K+].[NH2:38][CH2:39][CH2:40][OH:41].[CH3:42]N(C)C=O. (6) Given the product [CH2:1]([C:3]1[C:11]2[C:6](=[CH:7][CH:8]=[CH:9][C:10]=2[NH:12][C:13]([C:15]2[N:19]3[CH:20]=[CH:21][CH:22]=[CH:23][C:18]3=[N:17][CH:16]=2)=[O:14])[N:5]([CH2:24][C:25]2[N:26]([CH2:39][CH3:40])[C:27](=[O:31])[CH:28]=[CH:29][CH:30]=2)[N:4]=1)[CH3:2], predict the reactants needed to synthesize it. The reactants are: [CH2:1]([C:3]1[C:11]2[C:6](=[CH:7][CH:8]=[CH:9][C:10]=2[NH:12][C:13]([C:15]2[N:19]3[CH:20]=[CH:21][CH:22]=[CH:23][C:18]3=[N:17][CH:16]=2)=[O:14])[N:5]([CH2:24][C:25]2[CH:30]=[CH:29][CH:28]=[C:27]([OH:31])[N:26]=2)[N:4]=1)[CH3:2].C([O-])([O-])=O.[K+].[K+].I[CH2:39][CH3:40]. (7) Given the product [O:24]1[CH2:25][CH2:26][N:21]([C:2]2[CH:10]=[C:9]3[C:5]([C:6](=[O:20])[C:7](=[O:19])[N:8]3[CH2:11][C:12]([O:14][C:15]([CH3:18])([CH3:17])[CH3:16])=[O:13])=[CH:4][CH:3]=2)[CH2:22][CH2:23]1, predict the reactants needed to synthesize it. The reactants are: F[C:2]1[CH:10]=[C:9]2[C:5]([C:6](=[O:20])[C:7](=[O:19])[N:8]2[CH2:11][C:12]([O:14][C:15]([CH3:18])([CH3:17])[CH3:16])=[O:13])=[CH:4][CH:3]=1.[NH:21]1[CH2:26][CH2:25][O:24][CH2:23][CH2:22]1.C(OCC)(=O)C. (8) Given the product [CH:1]1([C:7]2[C:8]3[CH:9]=[CH:10][C:11]([C:30]([OH:32])=[O:31])=[CH:12][C:13]=3[N:14]3[C:20]=2[C:19]2[CH:21]=[CH:22][CH:23]=[CH:24][C:18]=2[N:17]([CH2:25][CH2:26][N:27]([CH3:29])[CH3:28])[CH2:16][CH2:15]3)[CH2:2][CH2:3][CH2:4][CH2:5][CH2:6]1, predict the reactants needed to synthesize it. The reactants are: [CH:1]1([C:7]2[C:8]3[CH:9]=[CH:10][C:11]([C:30]([O:32]C)=[O:31])=[CH:12][C:13]=3[N:14]3[C:20]=2[C:19]2[CH:21]=[CH:22][CH:23]=[CH:24][C:18]=2[N:17]([CH2:25][CH2:26][N:27]([CH3:29])[CH3:28])[CH2:16][CH2:15]3)[CH2:6][CH2:5][CH2:4][CH2:3][CH2:2]1.[OH-].[Na+]. (9) Given the product [CH2:1]([N:8]1[C:12]([CH2:13][CH2:14][N:23]2[C:19](=[O:29])[C:20]3[C:21](=[CH:25][CH:26]=[CH:27][CH:28]=3)[C:22]2=[O:24])=[CH:11][C:10]([CH3:16])=[N:9]1)[C:2]1[CH:7]=[CH:6][CH:5]=[CH:4][CH:3]=1, predict the reactants needed to synthesize it. The reactants are: [CH2:1]([N:8]1[C:12]([CH2:13][CH2:14]O)=[CH:11][C:10]([CH3:16])=[N:9]1)[C:2]1[CH:7]=[CH:6][CH:5]=[CH:4][CH:3]=1.[H-].[Na+].[C:19]1(=[O:29])[NH:23][C:22](=[O:24])[C:21]2=[CH:25][CH:26]=[CH:27][CH:28]=[C:20]12.[K].